This data is from Full USPTO retrosynthesis dataset with 1.9M reactions from patents (1976-2016). The task is: Predict the reactants needed to synthesize the given product. (1) The reactants are: [CH2:1]([O:8][C:9]([NH:11][C@H:12]([CH2:16][CH:17]=[CH2:18])[C:13]([OH:15])=O)=[O:10])[C:2]1[CH:7]=[CH:6][CH:5]=[CH:4][CH:3]=1.CCN=C=NCCCN(C)C.Cl.C(OC(=O)N[C@H]1C[CH:43]=[CH:42][C@@H:41]([C:45]2[CH:50]=[CH:49][CH:48]=[CH:47][CH:46]=2)[N:40](C)[C:39]1=O)(C)(C)C. Given the product [CH3:39][N:40]([CH:41]([C:45]1[CH:50]=[CH:49][CH:48]=[CH:47][CH:46]=1)[CH:42]=[CH2:43])[C:13]([C@H:12]([NH:11][C:9](=[O:10])[O:8][CH2:1][C:2]1[CH:3]=[CH:4][CH:5]=[CH:6][CH:7]=1)[CH2:16][CH:17]=[CH2:18])=[O:15], predict the reactants needed to synthesize it. (2) The reactants are: C[O:2][C:3]1[CH:8]=[C:7]([C:9]2[CH:14]=[C:13]([CH3:15])[CH:12]=[CH:11][C:10]=2[N:16]2[CH:20]=[C:19]([C:21]([F:24])([F:23])[F:22])[N:18]=[N:17]2)[N:6]=[CH:5][N:4]=1.Br. Given the product [CH3:15][C:13]1[CH:12]=[CH:11][C:10]([N:16]2[CH:20]=[C:19]([C:21]([F:24])([F:22])[F:23])[N:18]=[N:17]2)=[C:9]([C:7]2[N:6]=[CH:5][N:4]=[C:3]([OH:2])[CH:8]=2)[CH:14]=1, predict the reactants needed to synthesize it. (3) Given the product [C:20]1([C:33]2[CH:34]=[CH:35][CH:36]=[CH:37][CH:38]=2)[CH:25]=[CH:24][CH:23]=[CH:22][C:21]=1[C:26]1[N:27]=[C:28]([N:31]([CH3:32])[C:9](=[O:11])[C@H:8]([CH2:1][C:2]2[CH:3]=[CH:4][CH:5]=[CH:6][CH:7]=2)[CH2:12][C:13]([OH:15])=[O:14])[S:29][CH:30]=1.[C:20]1([C:33]2[CH:34]=[CH:35][CH:36]=[CH:37][CH:38]=2)[CH:25]=[CH:24][CH:23]=[CH:22][C:21]=1[C:26]1[N:27]=[C:28]([NH:31][CH3:32])[S:29][CH:30]=1, predict the reactants needed to synthesize it. The reactants are: [CH2:1]([C@H:8]([CH2:12][C:13]([O:15]C(C)(C)C)=[O:14])[C:9]([OH:11])=O)[C:2]1[CH:7]=[CH:6][CH:5]=[CH:4][CH:3]=1.[C:20]1([C:33]2[CH:38]=[CH:37][CH:36]=[CH:35][CH:34]=2)[CH:25]=[CH:24][CH:23]=[CH:22][C:21]=1[C:26]1[N:27]=[C:28]([NH:31][CH3:32])[S:29][CH:30]=1.C1(B(O)O)C=CC=CC=1.